This data is from Peptide-MHC class II binding affinity with 134,281 pairs from IEDB. The task is: Regression. Given a peptide amino acid sequence and an MHC pseudo amino acid sequence, predict their binding affinity value. This is MHC class II binding data. (1) The peptide sequence is AAVDKDAVIVAAAGN. The MHC is HLA-DQA10102-DQB10502 with pseudo-sequence HLA-DQA10102-DQB10502. The binding affinity (normalized) is 0.431. (2) The peptide sequence is GFAPAAAQAVETAAQ. The MHC is DRB1_0405 with pseudo-sequence DRB1_0405. The binding affinity (normalized) is 0.475. (3) The MHC is DRB1_0401 with pseudo-sequence DRB1_0401. The peptide sequence is SQDLYLSWNLNGLQAY. The binding affinity (normalized) is 0.573. (4) The binding affinity (normalized) is 0.793. The MHC is DRB1_0101 with pseudo-sequence DRB1_0101. The peptide sequence is IIELFTAKGFTVQEM. (5) The peptide sequence is ASGGRLNPTEPLPIF. The MHC is DRB1_0301 with pseudo-sequence DRB1_0301. The binding affinity (normalized) is 0. (6) The peptide sequence is EKKNFAATQFEPLAA. The MHC is HLA-DPA10103-DPB10401 with pseudo-sequence HLA-DPA10103-DPB10401. The binding affinity (normalized) is 0.961. (7) The binding affinity (normalized) is 0. The MHC is DRB1_1101 with pseudo-sequence DRB1_1101. The peptide sequence is ADEEQQQALSSQMGF. (8) The peptide sequence is DTPSPKEYKKGDTTTGVY. The MHC is DRB1_1501 with pseudo-sequence DRB1_1501. The binding affinity (normalized) is 0. (9) The peptide sequence is DDCVAIGTGSSNIVI. The MHC is DRB3_0101 with pseudo-sequence DRB3_0101. The binding affinity (normalized) is 0.211. (10) The peptide sequence is GRYKDEKDVTDITVK. The MHC is HLA-DQA10102-DQB10602 with pseudo-sequence HLA-DQA10102-DQB10602. The binding affinity (normalized) is 0.289.